The task is: Predict which catalyst facilitates the given reaction.. This data is from Catalyst prediction with 721,799 reactions and 888 catalyst types from USPTO. Reactant: [OH:1][CH2:2][C:3]1[CH:8]=[CH:7][CH:6]=[CH:5][C:4]=1[CH2:9][CH2:10][OH:11]. Product: [CH:2]1([OH:1])[C:3]2[C:4](=[CH:5][CH:6]=[CH:7][CH:8]=2)[CH2:9][CH2:10][O:11]1. The catalyst class is: 742.